From a dataset of Peptide-MHC class II binding affinity with 134,281 pairs from IEDB. Regression. Given a peptide amino acid sequence and an MHC pseudo amino acid sequence, predict their binding affinity value. This is MHC class II binding data. (1) The peptide sequence is MVGTILEMLGTRLDQ. The MHC is HLA-DQA10501-DQB10301 with pseudo-sequence HLA-DQA10501-DQB10301. The binding affinity (normalized) is 0.179. (2) The peptide sequence is SQDHELSWNLNGLQAY. The MHC is HLA-DQA10101-DQB10501 with pseudo-sequence HLA-DQA10101-DQB10501. The binding affinity (normalized) is 0.558. (3) The peptide sequence is FNDIKKGKIFEENLI. The MHC is DRB1_0101 with pseudo-sequence DRB1_0101. The binding affinity (normalized) is 0.312. (4) The MHC is DRB1_0802 with pseudo-sequence DRB1_0802. The binding affinity (normalized) is 0.746. The peptide sequence is INMLKRVRNRVSTGT. (5) The peptide sequence is GELQITDKIDAAFKI. The MHC is DRB5_0101 with pseudo-sequence DRB5_0101. The binding affinity (normalized) is 0.626. (6) The peptide sequence is NPIASTNDDEVLIEV. The MHC is DRB1_0802 with pseudo-sequence DRB1_0802. The binding affinity (normalized) is 0.261. (7) The peptide sequence is AAATAGTTVYGIFAA. The MHC is HLA-DQA10501-DQB10301 with pseudo-sequence HLA-DQA10501-DQB10301. The binding affinity (normalized) is 0.566.